From a dataset of NCI-60 drug combinations with 297,098 pairs across 59 cell lines. Regression. Given two drug SMILES strings and cell line genomic features, predict the synergy score measuring deviation from expected non-interaction effect. (1) Drug 1: C#CCC(CC1=CN=C2C(=N1)C(=NC(=N2)N)N)C3=CC=C(C=C3)C(=O)NC(CCC(=O)O)C(=O)O. Drug 2: C1C(C(OC1N2C=NC(=NC2=O)N)CO)O. Cell line: OVCAR3. Synergy scores: CSS=-14.3, Synergy_ZIP=1.55, Synergy_Bliss=-14.1, Synergy_Loewe=-29.0, Synergy_HSA=-29.3. (2) Drug 1: C1CCC(C1)C(CC#N)N2C=C(C=N2)C3=C4C=CNC4=NC=N3. Drug 2: CC(C)NC(=O)C1=CC=C(C=C1)CNNC.Cl. Cell line: SNB-19. Synergy scores: CSS=-0.0800, Synergy_ZIP=10.9, Synergy_Bliss=11.0, Synergy_Loewe=7.27, Synergy_HSA=7.74. (3) Drug 1: CCCCC(=O)OCC(=O)C1(CC(C2=C(C1)C(=C3C(=C2O)C(=O)C4=C(C3=O)C=CC=C4OC)O)OC5CC(C(C(O5)C)O)NC(=O)C(F)(F)F)O. Drug 2: C1CC(=O)NC(=O)C1N2C(=O)C3=CC=CC=C3C2=O. Cell line: SN12C. Synergy scores: CSS=41.4, Synergy_ZIP=3.78, Synergy_Bliss=3.09, Synergy_Loewe=-19.1, Synergy_HSA=2.35. (4) Synergy scores: CSS=-3.14, Synergy_ZIP=4.24, Synergy_Bliss=8.48, Synergy_Loewe=1.78, Synergy_HSA=2.23. Cell line: T-47D. Drug 2: CN(CC1=CN=C2C(=N1)C(=NC(=N2)N)N)C3=CC=C(C=C3)C(=O)NC(CCC(=O)O)C(=O)O. Drug 1: C1=C(C(=O)NC(=O)N1)N(CCCl)CCCl. (5) Drug 1: CC12CCC(CC1=CCC3C2CCC4(C3CC=C4C5=CN=CC=C5)C)O. Drug 2: C1CCC(C(C1)N)N.C(=O)(C(=O)[O-])[O-].[Pt+4]. Cell line: T-47D. Synergy scores: CSS=15.3, Synergy_ZIP=-0.828, Synergy_Bliss=6.06, Synergy_Loewe=6.37, Synergy_HSA=6.87. (6) Drug 1: C1=CC(=CC=C1CCCC(=O)O)N(CCCl)CCCl. Drug 2: COCCOC1=C(C=C2C(=C1)C(=NC=N2)NC3=CC=CC(=C3)C#C)OCCOC.Cl. Cell line: CAKI-1. Synergy scores: CSS=51.0, Synergy_ZIP=-4.18, Synergy_Bliss=-2.00, Synergy_Loewe=1.84, Synergy_HSA=2.58. (7) Drug 1: C1CC(C1)(C(=O)O)C(=O)O.[NH2-].[NH2-].[Pt+2]. Drug 2: CC(C)CN1C=NC2=C1C3=CC=CC=C3N=C2N. Cell line: RXF 393. Synergy scores: CSS=1.97, Synergy_ZIP=0.843, Synergy_Bliss=3.09, Synergy_Loewe=-0.566, Synergy_HSA=0.553.